The task is: Predict the product of the given reaction.. This data is from Forward reaction prediction with 1.9M reactions from USPTO patents (1976-2016). (1) Given the reactants [CH2:1]([C@H:8]1[C@H:12]([CH2:13][CH:14]([NH:29][C:30]([O:32][CH2:33][C:34]2[CH:39]=[CH:38][CH:37]=[CH:36][CH:35]=2)=[O:31])[CH2:15][C:16]2[CH:21]=[CH:20][C:19]([C:22]3[CH:27]=[CH:26][C:25]([CH3:28])=[CH:24][N:23]=3)=[CH:18][CH:17]=2)[O:11]C(C)(C)[N:9]1C(OC(C)(C)C)=O)[C:2]1[CH:7]=[CH:6][CH:5]=[CH:4][CH:3]=1.CO.Cl, predict the reaction product. The product is: [NH2:9][C@@H:8]([CH2:1][C:2]1[CH:3]=[CH:4][CH:5]=[CH:6][CH:7]=1)[C@@H:12]([OH:11])[CH2:13][CH:14]([NH:29][C:30](=[O:31])[O:32][CH2:33][C:34]1[CH:35]=[CH:36][CH:37]=[CH:38][CH:39]=1)[CH2:15][C:16]1[CH:17]=[CH:18][C:19]([C:22]2[CH:27]=[CH:26][C:25]([CH3:28])=[CH:24][N:23]=2)=[CH:20][CH:21]=1. (2) Given the reactants C(CCC1C=CC([C:12]2[C:13]([CH3:43])([CH3:42])[C@H:14]3[C@:27]([CH3:30])([CH2:28][CH:29]=2)[C@@H:26]2[C@:17]([CH3:41])([C@@:18]4([CH3:40])[C@H:23]([CH2:24][CH2:25]2)[C@H:22]2[C@H:31]([C:34]([CH3:36])=[CH2:35])[CH2:32][CH2:33][C@:21]2([C:37]([OH:39])=[O:38])[CH2:20][CH2:19]4)[CH2:16][CH2:15]3)=CC=1)(O)=O.[N:44]1[NH:45][N:46]=[N:47][C:48]=1[C:49]1[CH:50]=[C:51](B(O)O)[CH:52]=[CH:53][CH:54]=1.B(O)O, predict the reaction product. The product is: [N:44]1[NH:45][N:46]=[N:47][C:48]=1[C:49]1[CH:50]=[C:51]([C:12]2[C:13]([CH3:43])([CH3:42])[C@H:14]3[C@:27]([CH3:30])([CH2:28][CH:29]=2)[C@@H:26]2[C@:17]([CH3:41])([C@@:18]4([CH3:40])[C@H:23]([CH2:24][CH2:25]2)[C@H:22]2[C@H:31]([C:34]([CH3:36])=[CH2:35])[CH2:32][CH2:33][C@:21]2([C:37]([OH:39])=[O:38])[CH2:20][CH2:19]4)[CH2:16][CH2:15]3)[CH:52]=[CH:53][CH:54]=1. (3) Given the reactants [Cl:1]N1C(=O)CCC1=O.[O:9]1[CH2:14][CH2:13][N:12]([C:15]2[CH:16]=[C:17]([NH:21][C:22]3[N:23]=[C:24]([C:39]4[CH:40]=[C:41]([NH:45][C:46](=[O:49])[CH:47]=[CH2:48])[CH:42]=[CH:43][CH:44]=4)[C:25]4[CH:30]=[CH:29][N:28]([CH2:31][O:32][CH2:33][CH2:34][Si:35]([CH3:38])([CH3:37])[CH3:36])[C:26]=4[N:27]=3)[CH:18]=[CH:19][CH:20]=2)[CH2:11][CH2:10]1, predict the reaction product. The product is: [Cl:1][C:30]1[C:25]2[C:24]([C:39]3[CH:40]=[C:41]([NH:45][C:46](=[O:49])[CH:47]=[CH2:48])[CH:42]=[CH:43][CH:44]=3)=[N:23][C:22]([NH:21][C:17]3[CH:18]=[CH:19][CH:20]=[C:15]([N:12]4[CH2:11][CH2:10][O:9][CH2:14][CH2:13]4)[CH:16]=3)=[N:27][C:26]=2[N:28]([CH2:31][O:32][CH2:33][CH2:34][Si:35]([CH3:36])([CH3:37])[CH3:38])[CH:29]=1. (4) Given the reactants [C:1]([C:4]1[CH:5]=[CH:6][C:7]([CH3:24])=[C:8]([NH:10][C:11]2[O:12][C:13]([C:16]3[CH:23]=[CH:22][C:19]([C:20]#[N:21])=[CH:18][CH:17]=3)=[CH:14][N:15]=2)[CH:9]=1)(=[O:3])[CH3:2].[CH:25](=O)[C:26]1[CH:31]=[CH:30][CH:29]=[CH:28][CH:27]=1.[OH-].[Na+], predict the reaction product. The product is: [CH3:24][C:7]1[CH:6]=[CH:5][C:4]([C:1](=[O:3])[CH2:2][CH2:25][C:26]2[CH:31]=[CH:30][CH:29]=[CH:28][CH:27]=2)=[CH:9][C:8]=1[NH:10][C:11]1[O:12][C:13]([C:16]2[CH:23]=[CH:22][C:19]([C:20]#[N:21])=[CH:18][CH:17]=2)=[CH:14][N:15]=1. (5) Given the reactants C([O:4][CH2:5][C@@H:6]1[C@@H:11]([O:12]C(=O)C)[C@H:10]([OH:16])[C@H:9]([OH:17])[C@@H:8]([C:18]2[CH:23]=[CH:22][C:21]([NH:24][C:25](=[O:43])[C:26]3[CH:31]=[CH:30][CH:29]=[C:28]([C@@H:32]4[C@@H:37]([OH:38])[C@@H:36]([OH:39])[C@H:35]([OH:40])[C@@H:34]([CH2:41][OH:42])[O:33]4)[CH:27]=3)=[CH:20][CH:19]=2)[O:7]1)(=O)C, predict the reaction product. The product is: [OH:38][C@H:37]1[C@@H:36]([OH:39])[C@H:35]([OH:40])[C@@H:34]([CH2:41][OH:42])[O:33][C@@H:32]1[C:28]1[CH:27]=[C:26]([CH:31]=[CH:30][CH:29]=1)[C:25]([NH:24][C:21]1[CH:20]=[CH:19][C:18]([C@@H:8]2[C@@H:9]([OH:17])[C@@H:10]([OH:16])[C@H:11]([OH:12])[C@@H:6]([CH2:5][OH:4])[O:7]2)=[CH:23][CH:22]=1)=[O:43].